From a dataset of Peptide-MHC class I binding affinity with 185,985 pairs from IEDB/IMGT. Regression. Given a peptide amino acid sequence and an MHC pseudo amino acid sequence, predict their binding affinity value. This is MHC class I binding data. (1) The peptide sequence is HTAAPWGSY. The MHC is HLA-A02:10 with pseudo-sequence HLA-A02:10. The binding affinity (normalized) is 0.0847. (2) The peptide sequence is VLTSVDIET. The MHC is HLA-A02:03 with pseudo-sequence HLA-A02:03. The binding affinity (normalized) is 0.138. (3) The peptide sequence is ERPAFGIQK. The MHC is HLA-B07:02 with pseudo-sequence HLA-B07:02. The binding affinity (normalized) is 0.0847. (4) The peptide sequence is AGSKYIHCF. The MHC is HLA-A23:01 with pseudo-sequence HLA-A23:01. The binding affinity (normalized) is 0.0784. (5) The peptide sequence is IVDCLTEMYY. The MHC is HLA-A02:01 with pseudo-sequence HLA-A02:01. The binding affinity (normalized) is 0.0847. (6) The peptide sequence is VSANVKGNW. The MHC is HLA-A80:01 with pseudo-sequence HLA-A80:01. The binding affinity (normalized) is 0.0847. (7) The peptide sequence is KLAKEKKLL. The MHC is HLA-A02:01 with pseudo-sequence HLA-A02:01. The binding affinity (normalized) is 0.151.